From a dataset of NCI-60 drug combinations with 297,098 pairs across 59 cell lines. Regression. Given two drug SMILES strings and cell line genomic features, predict the synergy score measuring deviation from expected non-interaction effect. (1) Drug 1: CC1C(C(CC(O1)OC2CC(CC3=C2C(=C4C(=C3O)C(=O)C5=C(C4=O)C(=CC=C5)OC)O)(C(=O)CO)O)N)O.Cl. Drug 2: C1=C(C(=O)NC(=O)N1)N(CCCl)CCCl. Cell line: OVCAR-8. Synergy scores: CSS=5.49, Synergy_ZIP=-3.85, Synergy_Bliss=5.51, Synergy_Loewe=-4.00, Synergy_HSA=-2.27. (2) Drug 1: CC1=C2C(C(=O)C3(C(CC4C(C3C(C(C2(C)C)(CC1OC(=O)C(C(C5=CC=CC=C5)NC(=O)OC(C)(C)C)O)O)OC(=O)C6=CC=CC=C6)(CO4)OC(=O)C)OC)C)OC. Drug 2: CS(=O)(=O)OCCCCOS(=O)(=O)C. Cell line: SK-MEL-2. Synergy scores: CSS=23.8, Synergy_ZIP=-0.0622, Synergy_Bliss=-4.70, Synergy_Loewe=-41.1, Synergy_HSA=-6.48. (3) Drug 1: C1=CC=C(C=C1)NC(=O)CCCCCCC(=O)NO. Drug 2: C1C(C(OC1N2C=NC(=NC2=O)N)CO)O. Cell line: IGROV1. Synergy scores: CSS=6.71, Synergy_ZIP=-0.432, Synergy_Bliss=-0.486, Synergy_Loewe=-2.71, Synergy_HSA=-2.72. (4) Drug 1: CC1C(C(CC(O1)OC2CC(OC(C2O)C)OC3=CC4=CC5=C(C(=O)C(C(C5)C(C(=O)C(C(C)O)O)OC)OC6CC(C(C(O6)C)O)OC7CC(C(C(O7)C)O)OC8CC(C(C(O8)C)O)(C)O)C(=C4C(=C3C)O)O)O)O. Drug 2: CN(CC1=CN=C2C(=N1)C(=NC(=N2)N)N)C3=CC=C(C=C3)C(=O)NC(CCC(=O)O)C(=O)O. Cell line: SNB-75. Synergy scores: CSS=35.7, Synergy_ZIP=-3.87, Synergy_Bliss=-1.14, Synergy_Loewe=-6.98, Synergy_HSA=-0.907. (5) Drug 1: N.N.Cl[Pt+2]Cl. Drug 2: CC1C(C(CC(O1)OC2CC(CC3=C2C(=C4C(=C3O)C(=O)C5=CC=CC=C5C4=O)O)(C(=O)C)O)N)O. Cell line: A549. Synergy scores: CSS=61.6, Synergy_ZIP=1.93, Synergy_Bliss=2.06, Synergy_Loewe=-46.7, Synergy_HSA=3.15. (6) Drug 1: C(CC(=O)O)C(=O)CN.Cl. Drug 2: C1CC(=O)NC(=O)C1N2C(=O)C3=CC=CC=C3C2=O. Cell line: SF-268. Synergy scores: CSS=25.7, Synergy_ZIP=-8.03, Synergy_Bliss=-3.76, Synergy_Loewe=-3.92, Synergy_HSA=-3.87.